From a dataset of Reaction yield outcomes from USPTO patents with 853,638 reactions. Predict the reaction yield, written as a fraction of the theoretical maximum amount of product (1.0 means a 100% yield; for example, 0.34 means a 34% yield). The reactants are [ClH:1].NC(=O)[C@@H](N[C:12](=[O:32])[CH2:13][C:14]([NH:16][C:17]1[CH:22]=[CH:21][C:20]([O:23][C:24]2[CH:29]=[CH:28][N:27]=[C:26]([NH2:30])[CH:25]=2)=[C:19]([F:31])[CH:18]=1)=[O:15])C1C=CC=CC=1.Cl.[NH2:35][C@@H:36]([C:41]1[CH:46]=[CH:45][CH:44]=[CH:43][CH:42]=1)[C:37]([O:39][CH3:40])=[O:38]. No catalyst specified. The product is [ClH:1].[NH2:30][C:26]1[CH:25]=[C:24]([O:23][C:20]2[CH:21]=[CH:22][C:17]([NH:16][C:14](=[O:15])[CH2:13][C:12]([NH:35][C@@H:36]([C:41]3[CH:46]=[CH:45][CH:44]=[CH:43][CH:42]=3)[C:37]([O:39][CH3:40])=[O:38])=[O:32])=[CH:18][C:19]=2[F:31])[CH:29]=[CH:28][N:27]=1. The yield is 0.430.